This data is from Forward reaction prediction with 1.9M reactions from USPTO patents (1976-2016). The task is: Predict the product of the given reaction. (1) Given the reactants [NH2:1][C:2]1[N:7]=[C:6]([N:8]2[CH2:22][CH2:21][C:11]3([CH2:15][NH:14][C@H:13]([C:16]([O:18]CC)=[O:17])[CH2:12]3)[CH2:10][CH2:9]2)[CH:5]=[C:4]([O:23][C@H:24]([C:29]2[CH:34]=[CH:33][C:32]([Cl:35])=[CH:31][C:30]=2[N:36]2[CH:40]=[CH:39][C:38]([CH3:41])=[N:37]2)[C:25]([F:28])([F:27])[F:26])[N:3]=1.[Li+].[OH-], predict the reaction product. The product is: [NH2:1][C:2]1[N:7]=[C:6]([N:8]2[CH2:22][CH2:21][C:11]3([CH2:15][NH:14][C@H:13]([C:16]([OH:18])=[O:17])[CH2:12]3)[CH2:10][CH2:9]2)[CH:5]=[C:4]([O:23][C@H:24]([C:29]2[CH:34]=[CH:33][C:32]([Cl:35])=[CH:31][C:30]=2[N:36]2[CH:40]=[CH:39][C:38]([CH3:41])=[N:37]2)[C:25]([F:26])([F:28])[F:27])[N:3]=1. (2) Given the reactants [Br:1][C:2]1[C:3](Cl)=[N:4][CH:5]=[C:6]([CH:21]=1)[C:7]([NH:9][C:10]1[CH:15]=[CH:14][C:13]([O:16][C:17]([Cl:20])([F:19])[F:18])=[CH:12][CH:11]=1)=[O:8].[CH3:23][NH:24][CH2:25][CH2:26][OH:27], predict the reaction product. The product is: [Br:1][C:2]1[C:3]([N:24]([CH2:25][CH2:26][OH:27])[CH3:23])=[N:4][CH:5]=[C:6]([CH:21]=1)[C:7]([NH:9][C:10]1[CH:15]=[CH:14][C:13]([O:16][C:17]([Cl:20])([F:19])[F:18])=[CH:12][CH:11]=1)=[O:8]. (3) Given the reactants ClC1N=C(N2CCOCC2)C2SC(CN3CCN(C(OC(C)(C)C)=O)CC3)=C(C)C=2N=1.Cl.[CH3:33][C:34]1[C:38]2[N:39]=[C:40]([C:49]3[CH:50]=[CH:51][C:52]([C:55]#[N:56])=[N:53][CH:54]=3)[N:41]=[C:42]([N:43]3[CH2:48][CH2:47][O:46][CH2:45][CH2:44]3)[C:37]=2[S:36][C:35]=1[CH2:57][N:58]1[CH2:63][CH2:62][NH:61][CH2:60][CH2:59]1.[C:64](O)(=[O:68])[C@H:65]([CH3:67])[OH:66], predict the reaction product. The product is: [OH:66][C@@H:65]([CH3:67])[C:64]([N:61]1[CH2:60][CH2:59][N:58]([CH2:57][C:35]2[S:36][C:37]3[C:42]([N:43]4[CH2:48][CH2:47][O:46][CH2:45][CH2:44]4)=[N:41][C:40]([C:49]4[CH:50]=[CH:51][C:52]([C:55]#[N:56])=[N:53][CH:54]=4)=[N:39][C:38]=3[C:34]=2[CH3:33])[CH2:63][CH2:62]1)=[O:68]. (4) Given the reactants [C:1]([O:5][C:6]([NH:8][C@@H:9]1[CH2:14][CH2:13][C@H:12]([C:15](O)=[O:16])[CH2:11][CH2:10]1)=[O:7])([CH3:4])([CH3:3])[CH3:2].ClC(OCC)=O.Cl, predict the reaction product. The product is: [C:1]([O:5][C:6](=[O:7])[NH:8][C@H:9]1[CH2:10][CH2:11][C@@H:12]([CH2:15][OH:16])[CH2:13][CH2:14]1)([CH3:4])([CH3:2])[CH3:3]. (5) Given the reactants Cl[C:2]1[CH:7]=[CH:6][CH:5]=[CH:4][C:3]=1[O:8][CH3:9].[CH2:10]([NH2:16])[CH2:11][CH2:12][CH2:13][CH2:14][CH3:15].CC(C)([O-])C.[Na+], predict the reaction product. The product is: [CH2:10]([NH:16][C:2]1[CH:7]=[CH:6][CH:5]=[CH:4][C:3]=1[O:8][CH3:9])[CH2:11][CH2:12][CH2:13][CH2:14][CH3:15].